Dataset: Full USPTO retrosynthesis dataset with 1.9M reactions from patents (1976-2016). Task: Predict the reactants needed to synthesize the given product. (1) Given the product [F:1][C:2]1[CH:3]=[CH:4][C:5]([O:9][CH2:10][C:11]([F:12])([F:13])[F:14])=[C:6]([N:7]2[CH2:21][CH2:20][NH:19][CH2:18][CH2:17]2)[CH:8]=1, predict the reactants needed to synthesize it. The reactants are: [F:1][C:2]1[CH:3]=[CH:4][C:5]([O:9][CH2:10][C:11]([F:14])([F:13])[F:12])=[C:6]([CH:8]=1)[NH2:7].Cl.Cl[CH2:17][CH2:18][NH:19][CH2:20][CH2:21]Cl.[I-].[K+].C(=O)([O-])[O-].[K+].[K+]. (2) Given the product [OH:22][C@H:23]([C@@H:41]([NH:49][C:19](=[O:21])[C@H:14]([CH2:15][C:16](=[O:18])[NH2:17])[NH:13][C:11]([C:2]1[CH:3]=[CH:4][C:5]2[C:10](=[CH:9][CH:8]=[CH:7][CH:6]=2)[N:1]=1)=[O:12])[CH2:42][C:43]1[CH:44]=[CH:45][CH:46]=[CH:47][CH:48]=1)[CH2:24][N:25]([CH2:34][C:35]1[CH:40]=[CH:39][CH:38]=[CH:37][CH:36]=1)[NH:26][C:27]([O:29][C:30]([CH3:33])([CH3:31])[CH3:32])=[O:28], predict the reactants needed to synthesize it. The reactants are: [N:1]1[C:10]2[C:5](=[CH:6][CH:7]=[CH:8][CH:9]=2)[CH:4]=[CH:3][C:2]=1[C:11]([NH:13][C@H:14]([C:19]([OH:21])=O)[CH2:15][C:16](=[O:18])[NH2:17])=[O:12].[OH:22][C@H:23]([C@@H:41]([NH2:49])[CH2:42][C:43]1[CH:48]=[CH:47][CH:46]=[CH:45][CH:44]=1)[CH2:24][N:25]([CH2:34][C:35]1[CH:40]=[CH:39][CH:38]=[CH:37][CH:36]=1)[NH:26][C:27]([O:29][C:30]([CH3:33])([CH3:32])[CH3:31])=[O:28].C1C=CC2N(O)N=NC=2C=1.C1CCC(N=C=NC2CCCCC2)CC1.CN1CCOCC1. (3) The reactants are: C([CH:4]([CH2:26][CH2:27][CH3:28])[C:5]([C:7]1[CH:8]=[C:9]([C:24]#[N:25])[C:10]([N:15]2[CH2:20][CH2:19][CH:18]([C:21]([OH:23])=[O:22])[CH2:17][CH2:16]2)=[N:11][C:12]=1[S:13][CH3:14])=[O:6])(O)=O. Given the product [C:24]([C:9]1[C:10]([N:15]2[CH2:20][CH2:19][CH:18]([C:21]([OH:23])=[O:22])[CH2:17][CH2:16]2)=[N:11][C:12]([S:13][CH3:14])=[C:7]([C:5](=[O:6])[CH2:4][CH2:26][CH2:27][CH3:28])[CH:8]=1)#[N:25], predict the reactants needed to synthesize it. (4) Given the product [CH:15]1([C:19]([N:6]2[CH:7]([C:23]3[S:22][CH:26]=[CH:25][CH:24]=3)[C:8]3[C:13](=[CH:12][CH:11]=[CH:10][CH:9]=3)[C:14]3[CH:1]=[CH:2][CH:3]=[CH:4][C:5]2=3)=[O:20])[CH2:18][CH2:17][CH2:16]1, predict the reactants needed to synthesize it. The reactants are: [CH:1]1[C:14]2[C:5](=[N:6][CH:7]=[C:8]3[C:13]=2[CH:12]=[CH:11][CH:10]=[CH:9]3)[CH:4]=[CH:3][CH:2]=1.[CH:15]1([C:19](Cl)=[O:20])[CH2:18][CH2:17][CH2:16]1.[S:22]1[CH:26]=[CH:25][CH:24]=[C:23]1[Mg]Br.